This data is from Full USPTO retrosynthesis dataset with 1.9M reactions from patents (1976-2016). The task is: Predict the reactants needed to synthesize the given product. (1) Given the product [ClH:24].[Cl:24][C:25]1[CH:26]=[C:27]([CH:30]=[CH:31][CH:32]=1)[CH2:28][NH:29][C:2]1[CH:3]=[CH:4][C:5]([N+:21]([O-:23])=[O:22])=[C:6]([N:8]2[CH2:9][CH2:10][NH:11][CH2:12][CH2:13]2)[CH:7]=1, predict the reactants needed to synthesize it. The reactants are: F[C:2]1[CH:3]=[CH:4][C:5]([N+:21]([O-:23])=[O:22])=[C:6]([N:8]2[CH2:13][CH2:12][N:11](C(OC(C)(C)C)=O)[CH2:10][CH2:9]2)[CH:7]=1.[Cl:24][C:25]1[CH:26]=[C:27]([CH:30]=[CH:31][CH:32]=1)[CH2:28][NH2:29].C(N(CC)C(C)C)(C)C. (2) Given the product [CH3:1][O:2][C:3](=[O:25])[CH2:4][C:5]1[CH:6]=[C:7]([C:13]2[CH:18]=[CH:17][C:16]([C:19]([F:21])([F:22])[F:20])=[CH:15][C:14]=2[CH2:23][NH:27][CH2:28][C:29](=[O:30])[NH2:31])[C:8]([O:11][CH3:12])=[CH:9][CH:10]=1, predict the reactants needed to synthesize it. The reactants are: [CH3:1][O:2][C:3](=[O:25])[CH2:4][C:5]1[CH:6]=[C:7]([C:13]2[CH:18]=[CH:17][C:16]([C:19]([F:22])([F:21])[F:20])=[CH:15][C:14]=2[CH:23]=O)[C:8]([O:11][CH3:12])=[CH:9][CH:10]=1.Cl.[NH2:27][CH2:28][C:29]([NH2:31])=[O:30]. (3) The reactants are: C([N:8]1[CH:12]=[CH:11][N:10]=[C:9]1[CH2:13][C:14]1[C:15]([CH2:23][CH3:24])=[N:16][N:17]([CH2:21][CH3:22])[C:18]=1[CH2:19][CH3:20])C1C=CC=CC=1.[Na].N. Given the product [CH2:21]([N:17]1[C:18]([CH2:19][CH3:20])=[C:14]([CH2:13][C:9]2[NH:8][CH:12]=[CH:11][N:10]=2)[C:15]([CH2:23][CH3:24])=[N:16]1)[CH3:22], predict the reactants needed to synthesize it. (4) Given the product [CH2:14]([O:8][C:5]1[CH:6]=[CH:7][C:2]([Br:1])=[CH:3][C:4]=1[S:9][C:10]([F:13])([F:11])[F:12])[C:15]1[CH:20]=[CH:19][CH:18]=[CH:17][CH:16]=1, predict the reactants needed to synthesize it. The reactants are: [Br:1][C:2]1[CH:7]=[CH:6][C:5]([OH:8])=[C:4]([S:9][C:10]([F:13])([F:12])[F:11])[CH:3]=1.[CH2:14](Br)[C:15]1[CH:20]=[CH:19][CH:18]=[CH:17][CH:16]=1. (5) Given the product [NH2:40][C:11]1[C:12]([C:13]2[CH:18]=[C:17]([C:19]3[CH:20]=[CH:21][CH:22]=[CH:23][CH:24]=3)[CH:16]=[CH:15][CH:14]=2)=[C:7]2[CH:6]=[C:5]([C:3]([OH:2])=[O:4])[S:26][C:8]2=[CH:9][N:10]=1, predict the reactants needed to synthesize it. The reactants are: C[O:2][C:3]([C:5]1[S:26][C:8]2=[CH:9][N:10]=[C:11](Cl)[C:12]([C:13]3[CH:18]=[C:17]([C:19]4[CH:24]=[CH:23][CH:22]=[CH:21][CH:20]=4)[CH:16]=[CH:15][CH:14]=3)=[C:7]2[CH:6]=1)=[O:4].C(=[NH:40])(C1C=CC=CC=1)C1C=CC=CC=1.CC1(C)C2C=CC=C(P(C3C=CC=CC=3)C3C=CC=CC=3)C=2OC2C1=CC=CC=2P(C1C=CC=CC=1)C1C=CC=CC=1.C(=O)([O-])[O-].[Cs+].[Cs+]. (6) The reactants are: C([O:3][C:4](=[O:36])[CH:5]([O:33][CH2:34][CH3:35])[CH2:6][C:7]1[CH:12]=[CH:11][C:10]([O:13][CH2:14][CH2:15][N:16]([CH:18]2[C:24]3[CH:25]=[CH:26][CH:27]=[CH:28][C:23]=3[CH2:22][CH2:21][C:20]3[CH:29]=[CH:30][CH:31]=[CH:32][C:19]2=3)[CH3:17])=[CH:9][CH:8]=1)C.[OH-].[Na+]. Given the product [CH:29]1[C:20]2[CH2:21][CH2:22][C:23]3[CH:28]=[CH:27][CH:26]=[CH:25][C:24]=3[CH:18]([N:16]([CH3:17])[CH2:15][CH2:14][O:13][C:10]3[CH:9]=[CH:8][C:7]([CH2:6][CH:5]([O:33][CH2:34][CH3:35])[C:4]([OH:36])=[O:3])=[CH:12][CH:11]=3)[C:19]=2[CH:32]=[CH:31][CH:30]=1, predict the reactants needed to synthesize it. (7) Given the product [CH:1]1[C:13]2[CH:12]([CH2:14][O:15][C:16]([NH:18][CH:19]([CH3:31])[CH2:20][C:21]3[C:29]4[C:24](=[CH:25][CH:26]=[C:27]([O:30][C:43](=[O:44])[CH:42]([CH3:46])[CH3:41])[CH:28]=4)[NH:23][N:22]=3)=[O:17])[C:11]3[C:6](=[CH:7][CH:8]=[CH:9][CH:10]=3)[C:5]=2[CH:4]=[CH:3][CH:2]=1, predict the reactants needed to synthesize it. The reactants are: [CH:1]1[C:13]2[CH:12]([CH2:14][O:15][C:16]([NH:18][CH:19]([CH3:31])[CH2:20][C:21]3[C:29]4[C:24](=[CH:25][CH:26]=[C:27]([OH:30])[CH:28]=4)[NH:23][N:22]=3)=[O:17])[C:11]3[C:6](=[CH:7][CH:8]=[CH:9][CH:10]=3)[C:5]=2[CH:4]=[CH:3][CH:2]=1.C(N(C(C)C)CC)(C)C.[CH3:41][CH:42]([CH3:46])[C:43](Cl)=[O:44].C(=O)(O)[O-].[Na+]. (8) Given the product [Cl-:28].[OH:27][CH:15]([C:16]1[CH:25]=[CH:24][C:19]2[C:20](=[O:23])[O:21][CH2:22][C:18]=2[C:17]=1[CH3:26])[CH2:14][NH+:11]1[CH2:12][CH2:13][NH:8][CH2:9][CH2:10]1, predict the reactants needed to synthesize it. The reactants are: C(OC([N:8]1[CH2:13][CH2:12][N:11]([CH2:14][CH:15]([OH:27])[C:16]2[CH:25]=[CH:24][C:19]3[C:20](=[O:23])[O:21][CH2:22][C:18]=3[C:17]=2[CH3:26])[CH2:10][CH2:9]1)=O)(C)(C)C.[ClH:28].